Dataset: NCI-60 drug combinations with 297,098 pairs across 59 cell lines. Task: Regression. Given two drug SMILES strings and cell line genomic features, predict the synergy score measuring deviation from expected non-interaction effect. (1) Drug 1: CCC1=C2CN3C(=CC4=C(C3=O)COC(=O)C4(CC)O)C2=NC5=C1C=C(C=C5)O. Drug 2: C1=CN(C=N1)CC(O)(P(=O)(O)O)P(=O)(O)O. Cell line: SK-MEL-5. Synergy scores: CSS=23.2, Synergy_ZIP=4.20, Synergy_Bliss=0.846, Synergy_Loewe=-34.4, Synergy_HSA=-1.83. (2) Synergy scores: CSS=22.3, Synergy_ZIP=2.33, Synergy_Bliss=-1.98, Synergy_Loewe=-1.73, Synergy_HSA=-1.91. Drug 1: CNC(=O)C1=CC=CC=C1SC2=CC3=C(C=C2)C(=NN3)C=CC4=CC=CC=N4. Cell line: CAKI-1. Drug 2: CC12CCC3C(C1CCC2=O)CC(=C)C4=CC(=O)C=CC34C. (3) Drug 1: CN1CCC(CC1)COC2=C(C=C3C(=C2)N=CN=C3NC4=C(C=C(C=C4)Br)F)OC. Drug 2: C1=CC(=CC=C1CC(C(=O)O)N)N(CCCl)CCCl.Cl. Cell line: OVCAR-8. Synergy scores: CSS=29.6, Synergy_ZIP=-3.67, Synergy_Bliss=5.34, Synergy_Loewe=1.91, Synergy_HSA=3.73. (4) Drug 1: CCCS(=O)(=O)NC1=C(C(=C(C=C1)F)C(=O)C2=CNC3=C2C=C(C=N3)C4=CC=C(C=C4)Cl)F. Drug 2: C(CN)CNCCSP(=O)(O)O. Cell line: NCI-H226. Synergy scores: CSS=-6.62, Synergy_ZIP=0.397, Synergy_Bliss=-3.78, Synergy_Loewe=-7.62, Synergy_HSA=-6.77. (5) Drug 1: CC1=CC=C(C=C1)C2=CC(=NN2C3=CC=C(C=C3)S(=O)(=O)N)C(F)(F)F. Drug 2: C(CC(=O)O)C(=O)CN.Cl. Cell line: M14. Synergy scores: CSS=-0.186, Synergy_ZIP=1.73, Synergy_Bliss=5.78, Synergy_Loewe=0.900, Synergy_HSA=-0.675. (6) Drug 1: C1=NC(=NC(=O)N1C2C(C(C(O2)CO)O)O)N. Drug 2: CCC1(CC2CC(C3=C(CCN(C2)C1)C4=CC=CC=C4N3)(C5=C(C=C6C(=C5)C78CCN9C7C(C=CC9)(C(C(C8N6C)(C(=O)OC)O)OC(=O)C)CC)OC)C(=O)OC)O.OS(=O)(=O)O. Cell line: HOP-62. Synergy scores: CSS=-0.963, Synergy_ZIP=0.538, Synergy_Bliss=1.48, Synergy_Loewe=-0.280, Synergy_HSA=-0.996. (7) Drug 1: C1C(C(OC1N2C=C(C(=O)NC2=O)F)CO)O. Drug 2: CC1=C(N=C(N=C1N)C(CC(=O)N)NCC(C(=O)N)N)C(=O)NC(C(C2=CN=CN2)OC3C(C(C(C(O3)CO)O)O)OC4C(C(C(C(O4)CO)O)OC(=O)N)O)C(=O)NC(C)C(C(C)C(=O)NC(C(C)O)C(=O)NCCC5=NC(=CS5)C6=NC(=CS6)C(=O)NCCC[S+](C)C)O. Cell line: COLO 205. Synergy scores: CSS=45.0, Synergy_ZIP=-2.20, Synergy_Bliss=-2.15, Synergy_Loewe=-8.76, Synergy_HSA=1.74.